This data is from Forward reaction prediction with 1.9M reactions from USPTO patents (1976-2016). The task is: Predict the product of the given reaction. (1) Given the reactants [N:1]1[CH:6]=[CH:5][CH:4]=[C:3]([C:7]2[CH:15]=[CH:14][CH:13]=[C:12]3[C:8]=2[CH2:9][C:10](=[O:16])[NH:11]3)[CH:2]=1.[CH3:17][C:18]1[C:22]([C:23]([N:25]2[CH2:30][CH2:29][N:28]([CH3:31])[CH2:27][CH2:26]2)=[O:24])=[C:21]([CH3:32])[NH:20][C:19]=1[CH:33]=O.N1CCCCC1, predict the reaction product. The product is: [CH3:17][C:18]1[C:22]([C:23]([N:25]2[CH2:26][CH2:27][N:28]([CH3:31])[CH2:29][CH2:30]2)=[O:24])=[C:21]([CH3:32])[NH:20][C:19]=1[CH:33]=[C:9]1[C:8]2[C:12](=[CH:13][CH:14]=[CH:15][C:7]=2[C:3]2[CH:2]=[N:1][CH:6]=[CH:5][CH:4]=2)[NH:11][C:10]1=[O:16]. (2) Given the reactants [F:1][C:2]1[CH:9]=[CH:8][CH:7]=[C:6]([O:10][CH3:11])[C:3]=1[C:4]#[N:5].C1C(=O)N([Br:19])C(=O)C1, predict the reaction product. The product is: [Br:19][C:7]1[C:6]([O:10][CH3:11])=[C:3]([C:2]([F:1])=[CH:9][CH:8]=1)[C:4]#[N:5].